This data is from Catalyst prediction with 721,799 reactions and 888 catalyst types from USPTO. The task is: Predict which catalyst facilitates the given reaction. (1) Product: [F:27][C:28]([F:41])([F:40])[S:29]([O:1][C:2]1[CH:11]=[C:10]2[C:5]([C:6]3[CH2:16][CH2:15][CH:14]([CH2:17][CH2:18][CH3:19])[CH2:13][C:7]=3[C:8](=[O:12])[O:9]2)=[CH:4][CH:3]=1)(=[O:31])=[O:30]. Reactant: [OH:1][C:2]1[CH:11]=[C:10]2[C:5]([C:6]3[CH2:16][CH2:15][CH:14]([CH2:17][CH2:18][CH3:19])[CH2:13][C:7]=3[C:8](=[O:12])[O:9]2)=[CH:4][CH:3]=1.C(N(CC)CC)C.[F:27][C:28]([F:41])([F:40])[S:29](O[S:29]([C:28]([F:41])([F:40])[F:27])(=[O:31])=[O:30])(=[O:31])=[O:30]. The catalyst class is: 4. (2) Reactant: [Br:1][C:2]1[CH:3]=[C:4]([C:9]2[NH:14][CH2:13][C:12](=[O:15])[NH:11][N:10]=2)[CH:5]=[CH:6][C:7]=1[F:8].[H-].[Na+].[Cl:18][C:19]1[CH:24]=[CH:23][C:22]([CH2:25]Cl)=[CH:21][N:20]=1.[Al]. Product: [Br:1][C:2]1[CH:3]=[C:4]([C:9]2[NH:14][CH2:13][C:12](=[O:15])[N:11]([CH2:25][C:22]3[CH:21]=[N:20][C:19]([Cl:18])=[CH:24][CH:23]=3)[N:10]=2)[CH:5]=[CH:6][C:7]=1[F:8]. The catalyst class is: 3. (3) Reactant: Cl[C:2]1[CH:7]=[C:6]([O:8][C:9]2[CH:10]=[C:11]3[C:16](=[CH:17][CH:18]=2)[N:15]=[CH:14][CH:13]=[CH:12]3)[N:5]=[C:4]([NH2:19])[N:3]=1. Product: [NH:15]1[C:16]2[C:11](=[CH:10][C:9]([O:8][C:6]3[CH:7]=[CH:2][N:3]=[C:4]([NH2:19])[N:5]=3)=[CH:18][CH:17]=2)[CH2:12][CH2:13][CH2:14]1. The catalyst class is: 123. (4) Reactant: [F:1][C:2]1[CH:7]=[C:6]([F:8])[C:5]([F:9])=[CH:4][C:3]=1[C:10](=O)[CH3:11].[ClH:13].[NH2:14]OC. Product: [ClH:13].[F:1][C:2]1[CH:7]=[C:6]([F:8])[C:5]([F:9])=[CH:4][C:3]=1[CH:10]([NH2:14])[CH3:11]. The catalyst class is: 17. (5) Reactant: [CH2:1]([O:8][C:9]1[CH:10]=[CH:11][C:12](Br)=[N:13][CH:14]=1)[C:2]1[CH:7]=[CH:6][CH:5]=[CH:4][CH:3]=1.[NH2:16][C:17]1[CH:22]=[CH:21][CH:20]=[CH:19][N:18]=1.C(O[K])(C)(C)C. Product: [CH2:1]([O:8][C:9]1[CH:10]=[CH:11][C:12]([NH:16][C:17]2[CH:22]=[CH:21][CH:20]=[CH:19][N:18]=2)=[N:13][CH:14]=1)[C:2]1[CH:7]=[CH:6][CH:5]=[CH:4][CH:3]=1. The catalyst class is: 835.